This data is from Full USPTO retrosynthesis dataset with 1.9M reactions from patents (1976-2016). The task is: Predict the reactants needed to synthesize the given product. (1) The reactants are: [C@@H:1]1([NH:16]C(=O)C(F)(F)F)[CH2:8][CH2:7][CH:6]=[CH:5][CH2:4][CH2:3][C@@H:2]1[NH:9]C(=O)C(F)(F)F.CO.[OH-].[Na+]. Given the product [C@@H:1]1([NH2:16])[CH2:8][CH2:7][CH:6]=[CH:5][CH2:4][CH2:3][C@@H:2]1[NH2:9], predict the reactants needed to synthesize it. (2) Given the product [CH3:91][CH:89]([CH2:88][C@@H:87]([NH:92][CH3:93])[C:85]([NH:84][C@H:31]1[C:32](=[O:33])[NH:34][C@@H:35]([CH2:80][C:81]([NH2:83])=[O:82])[C:36](=[O:37])[NH:38][C@@H:39]2[C:19]3=[CH:18][C:17]([O:71][C:67]4[CH:66]=[CH:65][C:64]([C@@H:63]([OH:72])[C@@H:62]5[NH:73][C:74](=[O:75])[C@H:43]([NH:42][C:40]2=[O:41])[C:44]2=[CH:49][C:48](=[C:47]([OH:79])[CH:46]=[CH:45]2)[C:50]2[C:51](=[CH:52][C:53]([OH:57])=[CH:54][C:55]=2[OH:56])[C@@H:58]([C:76]([OH:78])=[O:77])[NH:59][C:60]5=[O:61])=[CH:69][C:68]=4[Cl:70])=[C:16]([OH:15])[C:21](=[CH:20]3)[O:22][C:23]2[CH:24]=[CH:25][C:26](=[CH:27][C:28]=2[Cl:29])[C@H:30]1[OH:94])=[O:86])[CH3:90], predict the reactants needed to synthesize it. The reactants are: C[C@@H]1O[C@@H](O[C@H]2[C@H]([O:15][C:16]3[C:17]4[O:71][C:67]5=[C:68]([Cl:70])[CH:69]=[C:64]([CH:65]=[CH:66]5)[C@@H:63]([OH:72])[C@@H:62]5[NH:73][C:74](=[O:75])[C@@H:43]([C:44]6[CH:45]=[CH:46][C:47]([OH:79])=[C:48]([C:50]7[C:55]([OH:56])=[CH:54][C:53]([OH:57])=[CH:52][C:51]=7[C@@H:58]([C:76]([OH:78])=[O:77])[NH:59][C:60]5=[O:61])[CH:49]=6)[NH:42][C:40](=[O:41])[C@H:39]5[C:19](=[CH:20][C:21]=3[O:22][C:23]3[CH:24]=[CH:25][C:26]([C@@H:30]([OH:94])[C@@H:31]([NH:84][C:85]([C@H:87]([NH:92][CH3:93])[CH2:88][CH:89]([CH3:91])[CH3:90])=[O:86])[C:32]([NH:34][C@@H:35]([CH2:80][C:81]([NH2:83])=[O:82])[C:36]([NH:38]5)=[O:37])=[O:33])=[CH:27][C:28]=3[Cl:29])[CH:18]=4)O[C@H](CO)[C@@H](O)[C@@H]2O)C[C@@](N)(C)[C@@H]1O.C1C(=O)NC(=O)N([C@@H]2O[C@H](COP(OP(O)(O)=O)(O)=O)[C@@H](O)[C@H]2O)C=1.